This data is from Full USPTO retrosynthesis dataset with 1.9M reactions from patents (1976-2016). The task is: Predict the reactants needed to synthesize the given product. (1) Given the product [OH:23][CH2:22][CH2:21][C:18]1[N:19]=[CH:20][C:15]([NH:14][C:12](=[O:13])[O:11][C:7]([CH3:9])([CH3:8])[CH3:10])=[CH:16][CH:17]=1, predict the reactants needed to synthesize it. The reactants are: [H-].[H-].[H-].[H-].[Li+].[Al+3].[C:7]([O:11][C:12]([NH:14][C:15]1[CH:16]=[CH:17][C:18]([CH2:21][C:22](OCC)=[O:23])=[N:19][CH:20]=1)=[O:13])([CH3:10])([CH3:9])[CH3:8]. (2) Given the product [CH3:1][CH:2]([CH2:17][CH3:18])[CH2:3][O:4][C:5]1[N:13]=[C:12]2[C:8]([N:9]=[C:10]([O:14][CH3:15])[N:11]2[CH2:26][CH:27]2[CH2:32][CH2:31][O:30][CH2:29][CH2:28]2)=[C:7]([NH2:16])[N:6]=1, predict the reactants needed to synthesize it. The reactants are: [CH3:1][CH:2]([CH2:17][CH3:18])[CH2:3][O:4][C:5]1[N:13]=[C:12]2[C:8]([N:9]=[C:10]([O:14][CH3:15])[NH:11]2)=[C:7]([NH2:16])[N:6]=1.C(=O)([O-])[O-].[K+].[K+].Br[CH2:26][CH:27]1[CH2:32][CH2:31][O:30][CH2:29][CH2:28]1. (3) Given the product [F:26][C:24]([F:25])([F:27])[C:21]1[N:20]=[CH:19][C:18]([CH2:17][NH:16][C:15]2[C:10]3[CH2:9][NH:8][CH2:29][CH2:28][C:11]=3[N:12]=[CH:13][N:14]=2)=[CH:23][CH:22]=1, predict the reactants needed to synthesize it. The reactants are: C([N:8]1[CH2:29][CH2:28][C:11]2[N:12]=[CH:13][N:14]=[C:15]([NH:16][CH2:17][C:18]3[CH:19]=[N:20][C:21]([C:24]([F:27])([F:26])[F:25])=[CH:22][CH:23]=3)[C:10]=2[CH2:9]1)C1C=CC=CC=1.